From a dataset of Full USPTO retrosynthesis dataset with 1.9M reactions from patents (1976-2016). Predict the reactants needed to synthesize the given product. Given the product [ClH:1].[NH2:22][C:19]1[CH:20]=[CH:21][C:16]([NH:15][C:13](=[O:14])[C:12]2[CH:25]=[CH:26][CH:27]=[C:10]([NH:9][C:7]3[CH:6]=[C:5]([NH2:28])[N:4]=[C:3]([NH2:2])[N:8]=3)[CH:11]=2)=[CH:17][CH:18]=1, predict the reactants needed to synthesize it. The reactants are: [ClH:1].[NH2:2][C:3]1[N:8]=[C:7]([NH:9][C:10]2[CH:11]=[C:12]([CH:25]=[CH:26][CH:27]=2)[C:13]([NH:15][C:16]2[CH:21]=[CH:20][C:19]([N+:22]([O-])=O)=[CH:18][CH:17]=2)=[O:14])[CH:6]=[C:5]([NH2:28])[N:4]=1.